Task: Predict the reaction yield, written as a fraction of the theoretical maximum amount of product (1.0 means a 100% yield; for example, 0.34 means a 34% yield).. Dataset: Reaction yield outcomes from USPTO patents with 853,638 reactions The reactants are Cl[CH2:2][CH2:3][NH:4][C:5]1[CH:10]=[CH:9][CH:8]=[CH:7][C:6]=1[C:11]#[CH:12].[CH3:13][NH:14][CH3:15].C1COCC1.[I-].[Na+].C(=O)([O-])[O-].[Na+].[Na+]. The catalyst is C(#N)C.CCOC(C)=O. The product is [C:11]([C:6]1[CH:7]=[CH:8][CH:9]=[CH:10][C:5]=1[NH:4][CH2:3][CH2:2][N:14]([CH3:15])[CH3:13])#[CH:12]. The yield is 0.500.